Dataset: TCR-epitope binding with 47,182 pairs between 192 epitopes and 23,139 TCRs. Task: Binary Classification. Given a T-cell receptor sequence (or CDR3 region) and an epitope sequence, predict whether binding occurs between them. The epitope is YEGNSPFHPL. The TCR CDR3 sequence is CASSLGGTEAFF. Result: 1 (the TCR binds to the epitope).